This data is from Forward reaction prediction with 1.9M reactions from USPTO patents (1976-2016). The task is: Predict the product of the given reaction. (1) Given the reactants [Br:1]Br.[CH2:3]([O:5][C:6]([C:8]1[N:9]=[C:10]([C:20]2[CH:25]=[CH:24][CH:23]=[CH:22][C:21]=2[Cl:26])[N:11]([C:13]2[CH:18]=[CH:17][C:16]([Cl:19])=[CH:15][CH:14]=2)[CH:12]=1)=[O:7])[CH3:4].[OH-].[Na+], predict the reaction product. The product is: [CH2:3]([O:5][C:6]([C:8]1[N:9]=[C:10]([C:20]2[CH:25]=[CH:24][CH:23]=[CH:22][C:21]=2[Cl:26])[N:11]([C:13]2[CH:14]=[CH:15][C:16]([Cl:19])=[CH:17][CH:18]=2)[C:12]=1[Br:1])=[O:7])[CH3:4]. (2) Given the reactants Br[C:2]1[CH:3]=[C:4]2[C:9](=[N:10][C:11]=1[CH:12]([O:15][CH3:16])[O:13][CH3:14])[N:8]([C:17]([NH:19][C:20]1[CH:25]=[CH:24][C:23]([C:26]([F:29])([F:28])[F:27])=[CH:22][N:21]=1)=[O:18])[CH2:7][CH2:6][CH2:5]2.[Li]CCCC.CN([CH:38]=[O:39])C.[BH4-].[Na+], predict the reaction product. The product is: [CH3:14][O:13][CH:12]([O:15][CH3:16])[C:11]1[N:10]=[C:9]2[C:4]([CH2:5][CH2:6][CH2:7][N:8]2[C:17]([NH:19][C:20]2[CH:25]=[CH:24][C:23]([C:26]([F:29])([F:28])[F:27])=[CH:22][N:21]=2)=[O:18])=[CH:3][C:2]=1[CH2:38][OH:39].